Task: Predict the reactants needed to synthesize the given product.. Dataset: Full USPTO retrosynthesis dataset with 1.9M reactions from patents (1976-2016) (1) Given the product [F:13][C:14]1[CH:15]=[C:16]([C:30]2([OH:35])[CH2:34][CH2:33][O:32][CH2:31]2)[CH:17]=[C:18]([F:29])[C:19]=1[C:2]1[N:7]=[C:6]([C:8]([O:10][CH3:11])=[O:9])[CH:5]=[CH:4][C:3]=1[F:12], predict the reactants needed to synthesize it. The reactants are: Br[C:2]1[N:7]=[C:6]([C:8]([O:10][CH3:11])=[O:9])[CH:5]=[CH:4][C:3]=1[F:12].[F:13][C:14]1[CH:15]=[C:16]([C:30]2([OH:35])[CH2:34][CH2:33][O:32][CH2:31]2)[CH:17]=[C:18]([F:29])[C:19]=1B1OC(C)(C)C(C)(C)O1. (2) The reactants are: [CH3:1][C:2]1([CH3:24])[O:6][C:5](=[CH:7][C:8]([N:10]([CH2:13][C:14]2[CH:22]=[CH:21][C:17]([C:18](O)=[O:19])=[CH:16][CH:15]=2)[O:11][CH3:12])=[O:9])[C:4](=[O:23])[O:3]1.C(Cl)(=O)C(Cl)=O.[CH3:31][N:32](C)C=O. Given the product [CH3:1][C:2]1([CH3:24])[O:6][C:5](=[CH:7][C:8]([N:10]([CH2:13][C:14]2[CH:22]=[CH:21][C:17]([C:18]([NH:32][CH3:31])=[O:19])=[CH:16][CH:15]=2)[O:11][CH3:12])=[O:9])[C:4](=[O:23])[O:3]1, predict the reactants needed to synthesize it. (3) Given the product [CH2:1]([O:3][C:4]1[CH:5]=[C:6]2[C:11](=[CH:12][C:13]=1[O:14][CH2:15][CH3:16])[CH:10]=[N:9][CH:8]([CH3:22])[CH2:7]2)[CH3:2].[CH2:24]([O:26][C:27]1[CH:28]=[C:29]2[C:34](=[CH:35][C:36]=1[OH:37])[CH:33]=[N:32][CH:31]([CH3:43])[CH2:30]2)[CH3:25], predict the reactants needed to synthesize it. The reactants are: [CH2:1]([O:3][C:4]1[CH:5]=[C:6]2[C:11](=[CH:12][C:13]=1[O:14][CH2:15][CH3:16])[CH:10]1OC(=O)C(=O)[N:9]1[CH:8]([CH2:22]C)[CH2:7]2)[CH3:2].[CH2:24]([O:26][C:27]1[CH:28]=[C:29]2[C:34](=[CH:35][C:36]=1[OH:37])[CH:33]1OC(=O)C(=O)[N:32]1[CH:31]([CH2:43]C)[CH2:30]2)[CH3:25]. (4) Given the product [Cl:1][C:2]1[CH:7]=[CH:6][C:5]([C@H:8]([NH:16][CH:44]([CH3:45])[CH2:43][C:42]([N:36]2[C@@H:37]3[CH2:38][C@@H:39]4[C:32]([CH3:31])([CH3:49])[C@:33]3([CH2:41][CH2:40]4)[CH2:34][S:35]2(=[O:48])=[O:47])=[O:46])[CH2:9][CH:10]2[CH2:15][CH2:14][O:13][CH2:12][CH2:11]2)=[C:4]([F:17])[C:3]=1[O:18][C:19]1[CH:24]=[CH:23][CH:22]=[CH:21][CH:20]=1, predict the reactants needed to synthesize it. The reactants are: [Cl:1][C:2]1[CH:7]=[CH:6][C:5]([C@H:8]([NH2:16])[CH2:9][CH:10]2[CH2:15][CH2:14][O:13][CH2:12][CH2:11]2)=[C:4]([F:17])[C:3]=1[O:18][C:19]1[CH:24]=[CH:23][CH:22]=[CH:21][CH:20]=1.Cl([O-])(=O)(=O)=O.[Li+].[CH3:31][C:32]1([CH3:49])[C@@H:39]2[CH2:40][CH2:41][C@:33]31[C@@H:37]([CH2:38]2)[N:36]([C:42](=[O:46])/[CH:43]=[CH:44]/[CH3:45])[S:35](=[O:48])(=[O:47])[CH2:34]3. (5) Given the product [C:26]([C:30]1[CH:35]=[CH:34][C:33]([C:36](=[O:56])[CH2:37][CH2:38][CH2:39][N:40]2[CH2:45][CH2:44][N:43]([C:46]3[CH:51]=[C:50]([F:52])[C:49]([OH:53])=[CH:48][C:47]=3[F:55])[CH2:42][CH2:41]2)=[CH:32][CH:31]=1)([CH3:29])([CH3:27])[CH3:28], predict the reactants needed to synthesize it. The reactants are: C1(CCCN2CCN(C3C=C(F)C(OC)=CC=3F)CC2)CCCCC1.[C:26]([C:30]1[CH:35]=[CH:34][C:33]([C:36](=[O:56])[CH2:37][CH2:38][CH2:39][N:40]2[CH2:45][CH2:44][N:43]([C:46]3[CH:51]=[C:50]([F:52])[C:49]([O:53]C)=[CH:48][C:47]=3[F:55])[CH2:42][CH2:41]2)=[CH:32][CH:31]=1)([CH3:29])([CH3:28])[CH3:27]. (6) Given the product [NH2:1][C:2]1[CH:10]=[CH:9][CH:8]=[C:7]2[C:3]=1[C:4](=[O:5])[NH:6][CH:12]=[N:11]2, predict the reactants needed to synthesize it. The reactants are: [NH2:1][C:2]1[CH:10]=[CH:9][CH:8]=[C:7]([NH2:11])[C:3]=1[C:4]([NH2:6])=[O:5].[CH3:12]OC(OC)OC.S(=O)(=O)(O)O.N. (7) Given the product [CH2:1]([N:3]1[C:11]2[N:10]=[C:9]([O:12][C:13]3[CH:18]=[CH:17][CH:16]=[C:15]([O:19][C:20]([F:22])([F:23])[F:21])[CH:14]=3)[N:8]([CH2:31][C:32]3[CH:37]=[N:36][C:35]([CH3:38])=[CH:34][CH:33]=3)[C:7]=2[C:6](=[O:24])[N:5]([CH2:25][CH2:26][CH2:27][OH:28])[C:4]1=[O:29])[CH3:2], predict the reactants needed to synthesize it. The reactants are: [CH2:1]([N:3]1[C:11]2[N:10]=[C:9]([O:12][C:13]3[CH:18]=[CH:17][CH:16]=[C:15]([O:19][C:20]([F:23])([F:22])[F:21])[CH:14]=3)[NH:8][C:7]=2[C:6](=[O:24])[N:5]([CH2:25][CH2:26][CH2:27][OH:28])[C:4]1=[O:29])[CH3:2].Cl[CH2:31][C:32]1[CH:33]=[CH:34][C:35]([CH3:38])=[N:36][CH:37]=1.C(=O)([O-])[O-].[K+].[K+]. (8) Given the product [CH3:1][O:2][C:3]([C:5]1[C:6]2[CH:7]=[CH:8][N:9]([CH2:14][CH2:15][OH:16])[C:10]=2[CH:11]=[CH:12][CH:13]=1)=[O:4], predict the reactants needed to synthesize it. The reactants are: [CH3:1][O:2][C:3]([C:5]1[C:6]2[CH:7]=[CH:8][N:9]([CH2:14][CH2:15][O:16]C3CCCCO3)[C:10]=2[CH:11]=[CH:12][CH:13]=1)=[O:4].O.C1(C)C=CC(S(O)(=O)=O)=CC=1.